From a dataset of Reaction yield outcomes from USPTO patents with 853,638 reactions. Predict the reaction yield, written as a fraction of the theoretical maximum amount of product (1.0 means a 100% yield; for example, 0.34 means a 34% yield). The product is [CH2:50]([C@H:41]1[CH2:42][N:43]([CH:46]2[CH2:47][O:48][CH2:49]2)[CH2:44][CH2:45][N:40]1[C:37]1[CH:38]=[CH:39][C:34]([NH:33][C:31]2[C:30](=[O:52])[N:29]([CH3:53])[CH:28]=[C:27]([C:7]3[C:6]([CH2:5][OH:4])=[C:11]([N:12]4[CH2:24][CH2:23][N:15]5[C:16]6[CH2:17][CH2:18][CH2:19][CH2:20][C:21]=6[CH:22]=[C:14]5[C:13]4=[O:25])[CH:10]=[C:9]([F:26])[CH:8]=3)[CH:32]=2)=[N:35][CH:36]=1)[CH3:51]. The reactants are C([O:4][CH2:5][C:6]1[C:11]([N:12]2[CH2:24][CH2:23][N:15]3[C:16]4[CH2:17][CH2:18][CH2:19][CH2:20][C:21]=4[CH:22]=[C:14]3[C:13]2=[O:25])=[CH:10][C:9]([F:26])=[CH:8][C:7]=1[C:27]1[CH:32]=[C:31]([NH:33][C:34]2[CH:39]=[CH:38][C:37]([N:40]3[CH2:45][CH2:44][N:43]([CH:46]4[CH2:49][O:48][CH2:47]4)[CH2:42][C@@H:41]3[CH2:50][CH3:51])=[CH:36][N:35]=2)[C:30](=[O:52])[N:29]([CH3:53])[CH:28]=1)(=O)C.[Li+].[OH-]. The catalyst is CC(O)C.C1COCC1.O. The yield is 0.250.